Dataset: CYP2D6 inhibition data for predicting drug metabolism from PubChem BioAssay. Task: Regression/Classification. Given a drug SMILES string, predict its absorption, distribution, metabolism, or excretion properties. Task type varies by dataset: regression for continuous measurements (e.g., permeability, clearance, half-life) or binary classification for categorical outcomes (e.g., BBB penetration, CYP inhibition). Dataset: cyp2d6_veith. (1) The drug is O=c1c(-c2cc(F)cc(F)c2)nc2cnc(N3CCOCC3)nc2n1C[C@H]1CCCO1. The result is 0 (non-inhibitor). (2) The compound is NCS(=O)(=O)O. The result is 0 (non-inhibitor). (3) The drug is Cc1ccc(NS(=O)(=O)c2cc(C(=O)N3CCc4ccccc4C3)ccc2Cl)cc1. The result is 0 (non-inhibitor). (4) The molecule is CCCC1C(=O)N(c2ccccc2)C1c1ccccc1. The result is 0 (non-inhibitor).